This data is from Forward reaction prediction with 1.9M reactions from USPTO patents (1976-2016). The task is: Predict the product of the given reaction. (1) Given the reactants Cl[C:2]1[CH:7]=[C:6]([N:8]2[CH2:13][CH2:12][O:11][CH2:10][CH2:9]2)[N:5]=[C:4]([C:14]2[CH:15]=[C:16]([OH:20])[CH:17]=[CH:18][CH:19]=2)[N:3]=1, predict the reaction product. The product is: [CH2:4]([NH:3][C:2]1[CH:7]=[C:6]([N:8]2[CH2:13][CH2:12][O:11][CH2:10][CH2:9]2)[N:5]=[C:4]([C:14]2[CH:15]=[C:16]([OH:20])[CH:17]=[CH:18][CH:19]=2)[N:3]=1)[C:14]1[CH:15]=[CH:16][CH:17]=[CH:18][CH:19]=1. (2) Given the reactants C([O:3][C:4]([C:6]1[NH:15][C:9]2=[CH:10][N:11]=[C:12]([Cl:14])[CH:13]=[C:8]2[CH:7]=1)=[O:5])C.[OH-].[Na+], predict the reaction product. The product is: [Cl:14][C:12]1[CH:13]=[CH:8][C:9]2[NH:15][C:6]([C:4]([OH:3])=[O:5])=[CH:7][C:10]=2[N:11]=1. (3) Given the reactants [CH2:1]([CH:4]1[C:11]2[CH:10]=[C:9]([C:12]([O:14]C)=[O:13])[NH:8][C:7]=2[CH2:6][CH2:5]1)[CH2:2][CH3:3].O.[OH-].[Li+], predict the reaction product. The product is: [CH2:1]([CH:4]1[C:11]2[CH:10]=[C:9]([C:12]([OH:14])=[O:13])[NH:8][C:7]=2[CH2:6][CH2:5]1)[CH2:2][CH3:3]. (4) Given the reactants Br[CH2:2][C:3]([O:5][CH3:6])=[O:4].[H-].[Na+].[Cl:9][C:10]1[CH:11]=[C:12]([CH:23]=[C:24]([Cl:26])[CH:25]=1)[O:13][C:14]1[C:15]([CH2:21][CH3:22])=[N:16][NH:17][C:18]=1[CH2:19][CH3:20], predict the reaction product. The product is: [CH3:6][O:5][C:3](=[O:4])[CH2:2][N:16]1[C:15]([CH2:21][CH3:22])=[C:14]([O:13][C:12]2[CH:23]=[C:24]([Cl:26])[CH:25]=[C:10]([Cl:9])[CH:11]=2)[C:18]([CH2:19][CH3:20])=[N:17]1. (5) Given the reactants [NH:1]1[C:9]2[C:4](=[CH:5][CH:6]=[CH:7][CH:8]=2)[CH:3]=[CH:2]1.[C:10]([O:20][CH3:21])(=[O:19])/[CH:11]=[CH:12]/[C:13]1[CH:18]=[CH:17][CH:16]=[CH:15][CH:14]=1.[H-].[Na+].O, predict the reaction product. The product is: [CH3:21][O:20][C:10](=[O:19])[CH2:11][CH:12]([N:1]1[C:9]2[C:4](=[CH:5][CH:6]=[CH:7][CH:8]=2)[CH:3]=[CH:2]1)[C:13]1[CH:14]=[CH:15][CH:16]=[CH:17][CH:18]=1. (6) Given the reactants [Cl:1][C:2]1[N:7]=[CH:6][C:5]([C:8]([OH:10])=O)=[CH:4][CH:3]=1.S(Cl)(Cl)=O.[NH2:15][C:16]1[N:21]=[C:20]([N:22]([CH3:29])[C:23]2[CH:28]=[CH:27][CH:26]=[CH:25][CH:24]=2)[N:19]=[C:18]([C:30](=[NH:33])[NH:31]O)[N:17]=1.NC1N=C(N(C)C2C=CC=C(C)C=2)N=C(C(NO)=N)N=1, predict the reaction product. The product is: [Cl:1][C:2]1[N:7]=[CH:6][C:5]([C:8]2[O:10][N:33]=[C:30]([C:18]3[N:19]=[C:20]([N:22]([CH3:29])[C:23]4[CH:28]=[CH:27][CH:26]=[CH:25][CH:24]=4)[N:21]=[C:16]([NH2:15])[N:17]=3)[N:31]=2)=[CH:4][CH:3]=1. (7) Given the reactants O[C@@H]([C@H](O)C(O)=O)C(O)=O.[CH3:11][C@@H:12]1[CH2:17][CH2:16][NH:15][CH2:14][C@@H:13]1[C:18]([O:20]CC)=[O:19].Cl.C([O-])(O)=O.[Na+].[C:29](O[C:29]([O:31][C:32]([CH3:35])([CH3:34])[CH3:33])=[O:30])([O:31][C:32]([CH3:35])([CH3:34])[CH3:33])=[O:30], predict the reaction product. The product is: [C:32]([O:31][C:29]([N:15]1[CH2:16][CH2:17][C@@H:12]([CH3:11])[C@@H:13]([C:18]([OH:20])=[O:19])[CH2:14]1)=[O:30])([CH3:35])([CH3:34])[CH3:33]. (8) Given the reactants [Br:1][C:2]1[CH:3]=[C:4]([C:8]2([C:21]#[N:22])[CH2:14][C@@H:13]3[N:15]([CH2:16][C:17]([F:20])([F:19])[F:18])[C@@H:10]([CH2:11][CH2:12]3)[CH2:9]2)[CH:5]=[N:6][CH:7]=1.[NH4+].[NH4+].[S-:25]S[S-], predict the reaction product. The product is: [Br:1][C:2]1[CH:3]=[C:4]([C:8]2([C:21](=[S:25])[NH2:22])[CH2:9][C@@H:10]3[N:15]([CH2:16][C:17]([F:20])([F:19])[F:18])[C@@H:13]([CH2:12][CH2:11]3)[CH2:14]2)[CH:5]=[N:6][CH:7]=1. (9) Given the reactants [Cl:1][C:2]1[N:3]=[CH:4][C:5]2[NH:11][C:10](=[O:12])[CH2:9][CH2:8][N:7]([CH:13]3[CH2:17][CH2:16][CH:15]([CH3:18])[CH2:14]3)[C:6]=2[N:19]=1.IC.[CH3:22]N(C)C(=O)C.[H-].[Na+], predict the reaction product. The product is: [Cl:1][C:2]1[N:3]=[CH:4][C:5]2[N:11]([CH3:22])[C:10](=[O:12])[CH2:9][CH2:8][N:7]([CH:13]3[CH2:17][CH2:16][CH:15]([CH3:18])[CH2:14]3)[C:6]=2[N:19]=1.